From a dataset of Peptide-MHC class II binding affinity with 134,281 pairs from IEDB. Regression. Given a peptide amino acid sequence and an MHC pseudo amino acid sequence, predict their binding affinity value. This is MHC class II binding data. The peptide sequence is EKFYFAATQFEPLAA. The MHC is HLA-DQA10501-DQB10201 with pseudo-sequence HLA-DQA10501-DQB10201. The binding affinity (normalized) is 0.570.